Dataset: Catalyst prediction with 721,799 reactions and 888 catalyst types from USPTO. Task: Predict which catalyst facilitates the given reaction. (1) Reactant: [OH:1][C:2]1([C:9]2[N:10]=[CH:11][N:12]([C:14]3[CH:19]=[C:18]([NH:20][C:21]4[N:26]=[C:25]([C:27]([F:30])([F:29])[F:28])[CH:24]=[CH:23][N:22]=4)[CH:17]=[C:16]([CH3:31])[CH:15]=3)[CH:13]=2)[CH2:7][CH2:6][C:5](=[O:8])[CH2:4][CH2:3]1.C(Cl)(Cl)Cl.[N-:36]=[N+]=[N-].[Na+].CS(O)(=O)=O. Product: [OH:1][C:2]1([C:9]2[N:10]=[CH:11][N:12]([C:14]3[CH:19]=[C:18]([NH:20][C:21]4[N:26]=[C:25]([C:27]([F:29])([F:30])[F:28])[CH:24]=[CH:23][N:22]=4)[CH:17]=[C:16]([CH3:31])[CH:15]=3)[CH:13]=2)[CH2:3][CH2:4][NH:36][C:5](=[O:8])[CH2:6][CH2:7]1. The catalyst class is: 6. (2) Reactant: [F:1][C:2]1[CH:11]=[C:10]([OH:12])[CH:9]=[CH:8][C:3]=1[C:4]([O:6][CH3:7])=[O:5].C(=O)([O-])[O-].[K+].[K+].[CH2:19](Br)[C:20]1[CH:25]=[CH:24][CH:23]=[CH:22][CH:21]=1.O. Product: [CH2:19]([O:12][C:10]1[CH:9]=[CH:8][C:3]([C:4]([O:6][CH3:7])=[O:5])=[C:2]([F:1])[CH:11]=1)[C:20]1[CH:25]=[CH:24][CH:23]=[CH:22][CH:21]=1. The catalyst class is: 3.